From a dataset of Peptide-MHC class I binding affinity with 185,985 pairs from IEDB/IMGT. Regression. Given a peptide amino acid sequence and an MHC pseudo amino acid sequence, predict their binding affinity value. This is MHC class I binding data. (1) The peptide sequence is GLIVLPFYK. The binding affinity (normalized) is 0.0847. The MHC is HLA-B08:03 with pseudo-sequence HLA-B08:03. (2) The peptide sequence is QLKSRAAVL. The MHC is HLA-A31:01 with pseudo-sequence HLA-A31:01. The binding affinity (normalized) is 0.0847. (3) The peptide sequence is VHTQKKDLY. The MHC is HLA-A31:01 with pseudo-sequence HLA-A31:01. The binding affinity (normalized) is 0.0847. (4) The peptide sequence is KSIENKHQRR. The MHC is HLA-A33:01 with pseudo-sequence HLA-A33:01. The binding affinity (normalized) is 0.155. (5) The peptide sequence is MSPSYVKL. The MHC is Mamu-A01 with pseudo-sequence Mamu-A01. The binding affinity (normalized) is 0.750. (6) The peptide sequence is FTENGPWMY. The MHC is HLA-B39:01 with pseudo-sequence HLA-B39:01. The binding affinity (normalized) is 0.0847. (7) The peptide sequence is SMFSTVATI. The MHC is HLA-A02:06 with pseudo-sequence HLA-A02:06. The binding affinity (normalized) is 0.199.